Task: Predict the product of the given reaction.. Dataset: Forward reaction prediction with 1.9M reactions from USPTO patents (1976-2016) (1) Given the reactants [Cl:1][C:2]1[CH:3]=[C:4]([CH2:14]O)[C:5]2[O:9][C:8]([CH3:11])([CH3:10])[C:7](=[O:12])[C:6]=2[CH:13]=1.S(Cl)([Cl:18])=O, predict the reaction product. The product is: [Cl:1][C:2]1[CH:3]=[C:4]([CH2:14][Cl:18])[C:5]2[O:9][C:8]([CH3:11])([CH3:10])[C:7](=[O:12])[C:6]=2[CH:13]=1. (2) Given the reactants [Cu][C:2]#[N:3].N1C=CC=CC=1.Br[C:11]1[N:12]=[C:13]([CH2:16][C:17]([CH3:20])([CH3:19])[CH3:18])[S:14][CH:15]=1, predict the reaction product. The product is: [CH2:16]([C:13]1[S:14][CH:15]=[C:11]([C:2]#[N:3])[N:12]=1)[C:17]([CH3:20])([CH3:19])[CH3:18]. (3) Given the reactants [C:1]([O:5][C:6]([N:8]1[CH2:13][CH2:12][CH2:11][CH2:10][C:9]1=[O:14])=[O:7])([CH3:4])([CH3:3])[CH3:2].C([N-]C(C)C)(C)C.[Li+].[C:23]1([S:29][S:29][C:23]2[CH:28]=[CH:27][CH:26]=[CH:25][CH:24]=2)[CH:28]=[CH:27][CH:26]=[CH:25][CH:24]=1.CN(C)P(N(C)C)(N(C)C)=O, predict the reaction product. The product is: [C:1]([O:5][C:6]([N:8]1[CH2:13][CH2:12][CH2:11][CH:10]([S:29][C:23]2[CH:28]=[CH:27][CH:26]=[CH:25][CH:24]=2)[C:9]1=[O:14])=[O:7])([CH3:4])([CH3:2])[CH3:3]. (4) Given the reactants [F:1][C:2]1[CH:3]=[C:4]([N+:21]([O-])=O)[CH:5]=[CH:6][C:7]=1[N:8]1[CH2:12][CH2:11][C@@H:10]([NH:13][C:14]([O:16][C:17]([CH3:20])([CH3:19])[CH3:18])=[O:15])[CH2:9]1, predict the reaction product. The product is: [NH2:21][C:4]1[CH:5]=[CH:6][C:7]([N:8]2[CH2:12][CH2:11][C@@H:10]([NH:13][C:14]([O:16][C:17]([CH3:20])([CH3:19])[CH3:18])=[O:15])[CH2:9]2)=[C:2]([F:1])[CH:3]=1. (5) Given the reactants [Cl:1][C:2]1[CH:7]=[C:6]([Cl:8])[CH:5]=[CH:4][C:3]=1[C:9]1[N:10]=[C:11](/[CH:18]=[CH:19]/[C:20]2[CH:25]=[CH:24][C:23]([O:26][CH3:27])=[CH:22][CH:21]=2)[N:12]([CH2:14][C:15](O)=[O:16])[CH:13]=1.[NH2:28][C:29]1[CH:34]=[CH:33][N:32]=[CH:31][CH:30]=1, predict the reaction product. The product is: [Cl:1][C:2]1[CH:7]=[C:6]([Cl:8])[CH:5]=[CH:4][C:3]=1[C:9]1[N:10]=[C:11](/[CH:18]=[CH:19]/[C:20]2[CH:21]=[CH:22][C:23]([O:26][CH3:27])=[CH:24][CH:25]=2)[N:12]([CH2:14][C:15]([NH:28][C:29]2[CH:34]=[CH:33][N:32]=[CH:31][CH:30]=2)=[O:16])[CH:13]=1. (6) Given the reactants [CH:1]1[CH:6]=[CH:5][CH:4]=[CH:3][CH:2]=1.[C:7](Cl)(=[O:11])/[CH:8]=[CH:9]/[CH3:10].[Cl-].[Al+3].[Cl-].[Cl-].Cl[CH2:18]Cl, predict the reaction product. The product is: [CH3:18][C:1]1[CH:6]=[CH:5][C:4]([C:7](=[O:11])/[CH:8]=[CH:9]/[CH3:10])=[CH:3][CH:2]=1. (7) Given the reactants [Cl:1][C:2]1[CH:3]=[C:4]([CH2:17][C:18]2[O:22][C:21](C(O)=O)=[CH:20][CH:19]=2)[C:5]2[O:9][C:8]([C:10]3[CH:15]=[CH:14][CH:13]=[CH:12][CH:11]=3)=[CH:7][C:6]=2[CH:16]=1.C([N:28]([CH2:31]C)CC)C.C1(P(N=[N+]=[N-])(C2C=CC=CC=2)=[O:40])C=CC=CC=1.[C:50]([OH:54])([CH3:53])([CH3:52])[CH3:51], predict the reaction product. The product is: [Cl:1][C:2]1[CH:3]=[C:4]([CH2:17][C:18]2[O:22][C:21]([NH:28][C:31](=[O:40])[O:54][C:50]([CH3:53])([CH3:52])[CH3:51])=[CH:20][CH:19]=2)[C:5]2[O:9][C:8]([C:10]3[CH:15]=[CH:14][CH:13]=[CH:12][CH:11]=3)=[CH:7][C:6]=2[CH:16]=1. (8) Given the reactants [C:1]([O:4][C@H:5]1[O:27][C@@H:26]([CH2:28][O:29][C:30](=[O:37])[C:31]2[CH:36]=[CH:35][CH:34]=[CH:33][CH:32]=2)[C@H:16]([O:17][C:18](=[O:25])[C:19]2[CH:24]=[CH:23][CH:22]=[CH:21][CH:20]=2)[C@@H:6]1[O:7]C(=O)C1C=CC=CC=1)(=[O:3])C.C(Cl)Cl.Br, predict the reaction product. The product is: [C:1]([O:4][C@@H:5]1[O:27][C@@H:26]([CH2:28][O:29][C:30](=[O:37])[C:31]2[CH:32]=[CH:33][CH:34]=[CH:35][CH:36]=2)[C@H:16]([O:17][C:18](=[O:25])[C:19]2[CH:24]=[CH:23][CH:22]=[CH:21][CH:20]=2)[C@@H:6]1[OH:7])(=[O:3])[C:19]1[CH:24]=[CH:23][CH:22]=[CH:21][CH:20]=1. (9) Given the reactants FC1C=CC=CC=1OC1CCC(C(O)=O)CC1.[CH3:18][O:19][C:20]1[CH:37]=[CH:36][CH:35]=[CH:34][C:21]=1[O:22][CH:23]1[CH2:28][CH2:27][CH:26]([C:29]([O:31]CC)=[O:30])[CH2:25][CH2:24]1, predict the reaction product. The product is: [CH3:18][O:19][C:20]1[CH:37]=[CH:36][CH:35]=[CH:34][C:21]=1[O:22][CH:23]1[CH2:28][CH2:27][CH:26]([C:29]([OH:31])=[O:30])[CH2:25][CH2:24]1. (10) The product is: [NH2:26][CH2:25][C:24]1[CH:23]=[C:22]([CH:36]=[CH:35][CH:34]=1)[CH2:21][N:8]([CH2:7][C:4]1[CH:5]=[CH:6][C:1]([C:37]2[CH:38]=[CH:39][CH:40]=[CH:41][CH:42]=2)=[CH:2][CH:3]=1)[S:9]([C:12]1[CH:17]=[C:16]([Cl:18])[CH:15]=[C:14]([Cl:19])[C:13]=1[OH:20])(=[O:11])=[O:10]. Given the reactants [C:1]1([C:37]2[CH:42]=[CH:41][CH:40]=[CH:39][CH:38]=2)[CH:6]=[CH:5][C:4]([CH2:7][N:8]([CH2:21][C:22]2[CH:23]=[C:24]([CH:34]=[CH:35][CH:36]=2)[CH2:25][NH:26]C(=O)OC(C)(C)C)[S:9]([C:12]2[CH:17]=[C:16]([Cl:18])[CH:15]=[C:14]([Cl:19])[C:13]=2[OH:20])(=[O:11])=[O:10])=[CH:3][CH:2]=1.C(O)(C(F)(F)F)=O, predict the reaction product.